Dataset: Reaction yield outcomes from USPTO patents with 853,638 reactions. Task: Predict the reaction yield, written as a fraction of the theoretical maximum amount of product (1.0 means a 100% yield; for example, 0.34 means a 34% yield). (1) The reactants are [CH3:1][C:2]1[CH:7]=[CH:6][C:5]([S:8]([O:11][CH2:12][CH:13]2[CH2:17][C:16]3[CH:18]=[CH:19][CH:20]=[C:21](Br)[C:15]=3[O:14]2)(=[O:10])=[O:9])=[CH:4][CH:3]=1.[F:23][C:24]([F:35])([F:34])[C:25]1[CH:30]=[CH:29][CH:28]=[CH:27][C:26]=1B(O)O.C(=O)([O-])[O-].[K+].[K+].CC1C=CC(S(OCC2CC3C(C4C=CC=CC=4)=CC=CC=3O2)(=O)=O)=CC=1. The catalyst is CC1C=CC=CC=1[P](C1C=CC=CC=1C)([Pd](Cl)(Cl)[P](C1=C(C)C=CC=C1)(C1C=CC=CC=1C)C1C=CC=CC=1C)C1C=CC=CC=1C. The product is [CH3:1][C:2]1[CH:7]=[CH:6][C:5]([S:8]([O:11][CH2:12][CH:13]2[CH2:17][C:16]3[CH:18]=[CH:19][CH:20]=[C:21]([C:26]4[CH:27]=[CH:28][CH:29]=[CH:30][C:25]=4[C:24]([F:35])([F:34])[F:23])[C:15]=3[O:14]2)(=[O:10])=[O:9])=[CH:4][CH:3]=1. The yield is 0.750. (2) The reactants are Cl[C:2]1[N:3]=[N:4][CH:5]=[C:6]([Cl:15])[C:7]=1[NH:8][CH:9]=[N:10][C:11]1([CH3:14])[CH2:13][CH2:12]1.C(=O)([O-])[O-].[Cs+].[Cs+].N1C2C(=CC=C3C=2N=CC=C3)C=CC=1. The catalyst is CN(C=O)C.[Cu]Br. The product is [Cl:15][C:6]1[C:7]2[N:8]=[CH:9][N:10]([C:11]3([CH3:14])[CH2:13][CH2:12]3)[C:2]=2[N:3]=[N:4][CH:5]=1. The yield is 0.210. (3) The reactants are [CH3:1][N:2]1[C:6]([C:7]2[CH:8]=[C:9]([C:15]([O:17]C)=[O:16])[S:10][C:11]=2[CH2:12][CH2:13][CH3:14])=[CH:5][CH:4]=[N:3]1.[Cl:19]N1C(=O)CCC1=O.[OH-].[Na+]. The product is [Cl:19][C:5]1[CH:4]=[N:3][N:2]([CH3:1])[C:6]=1[C:7]1[CH:8]=[C:9]([C:15]([OH:17])=[O:16])[S:10][C:11]=1[CH2:12][CH2:13][CH3:14]. The catalyst is O1CCCC1. The yield is 0.930. (4) The reactants are [CH3:1][O:2][C:3]([O:13][CH3:14])([O:11][CH3:12])[C:4]1[CH:9]=[CH:8][C:7]([OH:10])=[CH:6][CH:5]=1.C(=O)([O-])[O-].[Cs+].[Cs+].Br[CH2:22][C:23]1[CH:28]=[CH:27][CH:26]=[CH:25][CH:24]=1. The catalyst is CN(C)C=O.C(=O)([O-])O.[Na+]. The product is [CH2:22]([O:10][C:7]1[CH:6]=[CH:5][C:4]([C:3]([O:13][CH3:14])([O:11][CH3:12])[O:2][CH3:1])=[CH:9][CH:8]=1)[C:23]1[CH:28]=[CH:27][CH:26]=[CH:25][CH:24]=1. The yield is 0.370. (5) The reactants are [F:1][C:2]1[CH:7]=[CH:6][CH:5]=[CH:4][C:3]=1[C@@H:8]([N:20]1[CH2:25][CH2:24][CH2:23][CH2:22][CH2:21]1)[C:9]([O:11][C@H](C1C=CC=CC=1)C)=[O:10]. The catalyst is C(O)C.[OH-].[OH-].[Pd+2]. The product is [F:1][C:2]1[CH:7]=[CH:6][CH:5]=[CH:4][C:3]=1[C@@H:8]([N:20]1[CH2:25][CH2:24][CH2:23][CH2:22][CH2:21]1)[C:9]([OH:11])=[O:10]. The yield is 0.980. (6) The reactants are [Cl:1][C:2]1[C:7]([C:8]2[N:9]=[C:10]([N:20]3[CH2:25][CH2:24][O:23][CH2:22][CH2:21]3)[S:11][C:12]=2[C:13]2[CH:18]=[CH:17][N:16]=[C:15](Cl)[N:14]=2)=[CH:6][CH:5]=[CH:4][C:3]=1[NH:26][S:27]([C:30]1[C:35]([F:36])=[CH:34][CH:33]=[CH:32][C:31]=1[F:37])(=[O:29])=[O:28].[NH4+:38].[OH-]. The catalyst is O1CCOCC1. The product is [NH2:38][C:15]1[N:14]=[C:13]([C:12]2[S:11][C:10]([N:20]3[CH2:21][CH2:22][O:23][CH2:24][CH2:25]3)=[N:9][C:8]=2[C:7]2[C:2]([Cl:1])=[C:3]([NH:26][S:27]([C:30]3[C:31]([F:37])=[CH:32][CH:33]=[CH:34][C:35]=3[F:36])(=[O:28])=[O:29])[CH:4]=[CH:5][CH:6]=2)[CH:18]=[CH:17][N:16]=1. The yield is 0.350.